Dataset: Experimentally validated miRNA-target interactions with 360,000+ pairs, plus equal number of negative samples. Task: Binary Classification. Given a miRNA mature sequence and a target amino acid sequence, predict their likelihood of interaction. (1) The miRNA is mmu-miR-17-5p with sequence CAAAGUGCUUACAGUGCAGGUAG. The protein sequence of the target gene is MEPGAAELYDQALLGILQHVGNVQDFLRVLFGFLYRKTDFYRLLRHPSDRMGFPPGAAQALVLQVFKTFDHMARQDDEKRKKELEEKIRKKEEEAKALPAAETEKVAVPVPVQEVEIDAAADLSGPQEVEKEEPPGSQDPEHTVTHGLEKAEAPGTVSSAAEGPKDPPVLPRIQEQFQKNPDSYNGAIRENYIWSQDYTDLEVRVPVPKHVMKGKQVSVALSSGTIRVAMVEENGERVLMEGKLTHKINTESSLWSLEPGRCVLVNLSKVGEYWWSAILEGEEPIDIDKINKERSMATVD.... Result: 1 (interaction). (2) The miRNA is hsa-miR-16-5p with sequence UAGCAGCACGUAAAUAUUGGCG. The protein sequence of the target gene is MSFLKSFPPPGPAEGLLRQQPDTEAVLNGKGLGTGTLYIAESRLSWLDGSGLGFSLEYPTISLHALSRDRSDCLGEHLYVMVNAKFEEESKEPVADEEEEDSDDDVEPITEFRFVPSDKSALEAMFTAMCECQALHPDPEDEDSDDYDGEEYDVEAHEQGQGDIPTFYTYEEGLSHLTAEGQATLERLEGMLSQSVSSQYNMAGVRTEDSIRDYEDGMEVDTTPTVAGQFEDADVDH. Result: 1 (interaction). (3) The miRNA is mmu-miR-466l-5p with sequence UUGUGUGUACAUGUACAUGUAU. The protein sequence of the target gene is MGAGSVWASGLLLLWLLLLVAGDQDTQDTTATEKGLRMLKSGSGPVRAALAELVALPCFFTLQPRLSSLRDIPRIKWTKVQTASGQRQDLPILVAKDNVVRVAKGWQGRVSLPAYPRHRANATLLLGPLRASDSGLYRCQVVKGIEDEQDLVTLEVTGVVFHYRAARDRYALTFAEAQEACRLSSATIAAPRHLQAAFEDGFDNCDAGWLSDRTVRYPITQSRPGCYGDRSSLPGVRSYGRRDPQELYDVYCFARELGGEVFYVGPARRLTLAGARAQCQRQGAALASVGQLHLAWHEGL.... Result: 1 (interaction). (4) The miRNA is hsa-miR-6761-3p with sequence UCCUACGCUGCUCUCUCACUCC. The protein sequence of the target gene is MSHSRHRAEAPPLQREDSGTFSLGKMITAKPGKTPIQVLHEYGMKTKNIPVYECERSDVQVHVPTFTFRVTVGDITCTGEGTSKKLAKHRAAEAAINILKANASICFAVPDPLMPDPSKQPKNQLNPIGSLQELAIHHGWRLPEYTLSQEGGPAHKREYTTICRLESFMETGKGASKKQAKRNAAEKFLAKFSNISPENHISLTNVVGHSLGCTWHSLRNSPGEKINLLKRSLLSLPNTDYIQLLSEIASEQGFNITYLDIEELSANGQYQCLAELSTSPITVCHGSGISCGNAQSDAAH.... Result: 0 (no interaction). (5) The miRNA is mmu-miR-484 with sequence UCAGGCUCAGUCCCCUCCCGAU. The protein sequence of the target gene is MEGSAKASVASDPESPPGGNEPAAASGQRLPENTPPCQQVDQPKMQKEFGEDLVEQNSSYVQDSPSKKRKLDVEIILEEKHSEDDGGSAKRSKLERGDVSEDEPSLGRLNQTKRKLQPQDDEVPQKLQKLEEGHSSAVAAHYNELQEVGLAKRSQSRIFYLRNFNNWIKSILIGEILEKVRQRKTRDITVLDLGCGKGGDLLKWRKGRISRLVCADIADISMKQCQQRYEDMRCRRDNEHIFSAEFITADCSKELLVEKFRDPEMYFDVCSCQFACHYSFESQVQADTMLRNACGRLNPG.... Result: 0 (no interaction). (6) The protein sequence of the target gene is MEMEQEKMTMNKELSPDAAAYCCSACHGDETWSYNHPIRGRAKSRSLSASPALGSTKEFRRTRSLHGPCPVTTFGPKACVLQNPQTIMHIQDPASQRLTWNKSPKSVLVIKKMRDASLLQPFKELCTHLMEENMIVYVEKKVLEDPAIASDESFGAVKKKFCTFREDYDDISNQIDFIICLGGDGTLLYASSLFQGSVPPVMAFHLGSLGFLTPFSFENFQSQVTQVIEGNAAVVLRSRLKVRVVKELRGKKTAVHNGLGENGSQAAGLDMDVGKQAMQYQVLNEVVIDRGPSSYLSNVD.... The miRNA is hsa-miR-6862-5p with sequence CGGGCAUGCUGGGAGAGACUUU. Result: 0 (no interaction). (7) The miRNA is hsa-miR-218-5p with sequence UUGUGCUUGAUCUAACCAUGU. The protein sequence of the target gene is MSEHVEPAAPGPGPNGGGGGPAPARGPRTPNLNPNPLINVRDRLFHALFFKMAVTYSRLFPPAFRRLFEFFVLLKALFVLFVLAYIHIVFSRSPINCLEHVRDKWPREGILRVEVRHNSSRAPVFLQFCDSGGRGSFPGLAVEPGSNLDMEDEEEEELTMEMFGNSSIKFELDIEPKVFKPPSSTEALNDSQEFPFPETPTKVWPQDEYIVEYSLEYGFLRLSQATRQRLSIPVMVVTLDPTRDQCFGDRFSRLLLDEFLGYDDILMSSVKGLAENEENKGFLRNVVSGEHYRFVSMWMA.... Result: 1 (interaction). (8) The miRNA is hsa-miR-199b-3p with sequence ACAGUAGUCUGCACAUUGGUUA. The protein sequence of the target gene is MESSKKMDAAGTLQPNPPLKLQPDRGAGSVLVPEQGGYKEKFVKTVEDKYKCEKCRLVLCNPKQTECGHRFCESCMAALLSSSSPKCTACQESIIKDKVFKDNCCKREILALQVYCRNEGRGCAEQLTLGHLLVHLKNECQFEELPCLRADCKEKVLRKDLRDHVEKACKYREATCSHCKSQVPMIKLQKHEDTDCPCVVVSCPHKCSVQTLLRSELSAHLSECVNAPSTCSFKRYGCVFQGTNQQIKAHEASSAVQHVNLLKEWSNSLEKKVSLLQNESVEKNKSIQSLHNQICSFEIE.... Result: 0 (no interaction). (9) The miRNA is hsa-miR-17-5p with sequence CAAAGUGCUUACAGUGCAGGUAG. The protein sequence of the target gene is MAAPRGRAAPWTTALLLLLASQVLSPGSCADEEEVPEEWVLLHVVQGQIGAGNYSYLRLNHEGKIVLRMRSLKGDADLYVSASSLHPSFDDYELQSATCGPDAVSIPAHFRRPVGIGVYGHPSHLESEFEMKVYYDGTVEQHPFGEAAYPADGADAGQKHAGAPEDASQEEESVLWTILISILKLVLEILF. Result: 1 (interaction).